This data is from Forward reaction prediction with 1.9M reactions from USPTO patents (1976-2016). The task is: Predict the product of the given reaction. (1) Given the reactants [C:1]([C:3]1[C:12]([F:13])=[CH:11][C:6]([C:7]([NH:9][CH3:10])=[O:8])=[C:5]([F:14])[CH:4]=1)#N.C(O)=[O:16], predict the reaction product. The product is: [F:14][C:5]1[CH:4]=[C:3]([CH:1]=[O:16])[C:12]([F:13])=[CH:11][C:6]=1[C:7]([NH:9][CH3:10])=[O:8]. (2) The product is: [Br:9][C:5]1[N:6]=[C:7]2[N:28]([CH2:27][C:26]3[CH:29]=[C:22]([Cl:21])[CH:23]=[CH:24][C:25]=3[C:30]([F:31])([F:32])[F:33])[CH2:11][CH2:12][NH:1][C:2]2=[N:3][CH:4]=1. Given the reactants [NH2:1][C:2]1[C:7](Br)=[N:6][C:5]([Br:9])=[CH:4][N:3]=1.Cl[C:11]1C(F)=CC=C(F)[C:12]=1CN.[Cl:21][C:22]1[CH:23]=[CH:24][C:25]([C:30]([F:33])([F:32])[F:31])=[C:26]([CH:29]=1)[CH2:27][NH2:28], predict the reaction product. (3) The product is: [NH2:31][C:25]1[CH:26]=[CH:27][CH:28]=[C:29]2[C:24]=1[C:23](=[O:34])[N:22]([C:21]1[C:15]3[C:16](=[N:17][CH:18]=[C:13]([C:10]4[CH:11]=[CH:12][C:7]([S:4]([CH:1]([CH3:3])[CH3:2])(=[O:6])=[O:5])=[CH:8][CH:9]=4)[N:14]=3)[NH:19][CH:20]=1)[CH2:30]2. Given the reactants [CH:1]([S:4]([C:7]1[CH:12]=[CH:11][C:10]([C:13]2[N:14]=[C:15]3[C:21]([N:22]4[CH2:30][C:29]5[C:24](=[C:25]([N+:31]([O-])=O)[CH:26]=[CH:27][CH:28]=5)[C:23]4=[O:34])=[CH:20][N:19](C(C4C=CC=CC=4)(C4C=CC=CC=4)C4C=CC=CC=4)[C:16]3=[N:17][CH:18]=2)=[CH:9][CH:8]=1)(=[O:6])=[O:5])([CH3:3])[CH3:2].O.O.Cl[Sn]Cl.C([O-])(O)=O.[Na+], predict the reaction product. (4) The product is: [C:44]([O:14][CH:13]([C:5]1[CH:6]=[C:7]2[CH2:8][O:9][CH2:10][CH2:11][N:12]2[N:4]=1)[C:29]1([Br:33])[C:28](=[O:34])[N:27]2[C@@H:30]1[S:31][CH:32]=[C:26]2[C:24]([O:23][CH2:22][C:21]1[CH:35]=[CH:36][C:18]([N+:15]([O-:17])=[O:16])=[CH:19][CH:20]=1)=[O:25])(=[O:46])[CH3:45]. Given the reactants [Mg+2].[Br-].[Br-].[N:4]1[N:12]2[C:7]([CH2:8][O:9][CH2:10][CH2:11]2)=[CH:6][C:5]=1[CH:13]=[O:14].[N+:15]([C:18]1[CH:36]=[CH:35][C:21]([CH2:22][O:23][C:24]([C:26]2[N:27]3[C@H:30]([S:31][CH:32]=2)[C@@H:29]([Br:33])[C:28]3=[O:34])=[O:25])=[CH:20][CH:19]=1)([O-:17])=[O:16].C(N(CC)CC)C.[C:44](OC(=O)C)(=[O:46])[CH3:45], predict the reaction product. (5) The product is: [ClH:26].[ClH:37].[NH2:1][C:2]1[N:7]=[C:6]([NH:8][C:9]2[CH:24]=[CH:23][C:12]([C:13]([NH:15][C:16]3[CH:21]=[CH:20][C:19]([NH:22][C:27]4[C:36]5[C:31](=[CH:32][CH:33]=[CH:34][CH:35]=5)[N:30]=[CH:29][CH:28]=4)=[CH:18][CH:17]=3)=[O:14])=[CH:11][CH:10]=2)[CH:5]=[C:4]([CH3:25])[N:3]=1. Given the reactants [NH2:1][C:2]1[N:7]=[C:6]([NH:8][C:9]2[CH:24]=[CH:23][C:12]([C:13]([NH:15][C:16]3[CH:21]=[CH:20][C:19]([NH2:22])=[CH:18][CH:17]=3)=[O:14])=[CH:11][CH:10]=2)[CH:5]=[C:4]([CH3:25])[N:3]=1.[Cl:26][C:27]1[C:36]2[C:31](=[CH:32][CH:33]=[CH:34][CH:35]=2)[N:30]=[CH:29][CH:28]=1.[ClH:37].CO.CCOC(C)=O, predict the reaction product. (6) Given the reactants [C:1]([C:5]1[CH:6]=[C:7]([N:12]2[C:16]([CH2:17][CH:18]3[CH2:23][CH2:22][CH2:21][CH2:20][CH2:19]3)=[CH:15][C:14]([C:24]([O:26][CH3:27])=[O:25])=[N:13]2)[CH:8]=[C:9]([CH3:11])[CH:10]=1)([CH3:4])([CH3:3])[CH3:2].C(Cl)[Cl:29], predict the reaction product. The product is: [C:1]([C:5]1[CH:6]=[C:7]([N:12]2[C:16]([CH2:17][CH:18]3[CH2:19][CH2:20][CH2:21][CH2:22][CH2:23]3)=[C:15]([Cl:29])[C:14]([C:24]([O:26][CH3:27])=[O:25])=[N:13]2)[CH:8]=[C:9]([CH3:11])[CH:10]=1)([CH3:4])([CH3:2])[CH3:3].